From a dataset of Forward reaction prediction with 1.9M reactions from USPTO patents (1976-2016). Predict the product of the given reaction. (1) Given the reactants [CH3:1][C:2]#[N:3].[H-].[Na+].[CH3:6][O:7][C:8]([C:10]1[S:11][C:12]([C:25](OC)=[O:26])=[CH:13][C:14]=1[O:15][CH:16]([C:18]1[CH:23]=[CH:22][CH:21]=[CH:20][C:19]=1[Cl:24])[CH3:17])=[O:9], predict the reaction product. The product is: [CH3:6][O:7][C:8]([C:10]1[S:11][C:12]([C:25](=[O:26])[CH2:1][C:2]#[N:3])=[CH:13][C:14]=1[O:15][CH:16]([C:18]1[CH:23]=[CH:22][CH:21]=[CH:20][C:19]=1[Cl:24])[CH3:17])=[O:9]. (2) Given the reactants [F:1][C@H:2]1[CH2:19][C@@:17]2([CH3:18])[C@@H:13]([CH2:14][CH2:15][C:16]2=[O:20])[C@H:12]2[C@H:3]1[C:4]1[CH:5]=[CH:6][C:7]([OH:28])=[CH:8][C:9]=1[CH2:10][C@H:11]2[CH2:21][CH2:22][CH2:23][CH2:24][CH2:25][NH:26][CH3:27].[F:29][C:30]([F:54])([C:50]([F:53])([F:52])[F:51])[CH2:31][CH2:32][CH2:33][CH2:34][CH2:35][CH2:36][CH2:37]COS(C1C=CC(C)=CC=1)(=O)=O.[C:55](=O)(O)[O-].[Na+], predict the reaction product. The product is: [F:1][C@H:2]1[CH2:19][C@@:17]2([CH3:18])[C@@H:13]([CH2:14][CH2:15][C:16]2=[O:20])[C@H:12]2[C@H:3]1[C:4]1[CH:5]=[CH:6][C:7]([OH:28])=[CH:8][C:9]=1[CH2:10][C@H:11]2[CH2:21][CH2:22][CH2:23][CH2:24][CH2:25][N:26]([CH3:55])[CH2:27][CH2:37][CH2:36][CH2:35][CH2:34][CH2:33][CH2:32][CH2:31][C:30]([F:29])([F:54])[C:50]([F:51])([F:52])[F:53].